From a dataset of Forward reaction prediction with 1.9M reactions from USPTO patents (1976-2016). Predict the product of the given reaction. (1) Given the reactants [CH3:1][O:2][CH2:3][N:4]1[C:12]2[C:7](=[CH:8][CH:9]=[CH:10][C:11]=2[NH:13][S:14]([C:17]2[CH:22]=[CH:21][CH:20]=[CH:19][C:18]=2[O:23][CH3:24])(=[O:16])=[O:15])[CH:6]=[C:5]1[C:25]([O:27][CH2:28][CH3:29])=[O:26].[C:30](=O)([O-])[O-].[K+].[K+].CI, predict the reaction product. The product is: [CH3:1][O:2][CH2:3][N:4]1[C:12]2[C:7](=[CH:8][CH:9]=[CH:10][C:11]=2[N:13]([S:14]([C:17]2[CH:22]=[CH:21][CH:20]=[CH:19][C:18]=2[O:23][CH3:24])(=[O:15])=[O:16])[CH3:30])[CH:6]=[C:5]1[C:25]([O:27][CH2:28][CH3:29])=[O:26]. (2) Given the reactants [O:1]1[C:5]2[CH:6]=[CH:7][C:8]([C:10]3([C:13]([OH:15])=O)[CH2:12][CH2:11]3)=[CH:9][C:4]=2[CH2:3][CH2:2]1.S(Cl)(Cl)=O.C(N(CC)CC)C.[NH2:27][C:28]1[N:33]=[C:32]([C:34]2[CH:35]=[C:36]([CH:44]=[CH:45][CH:46]=2)[C:37]([O:39]C(C)(C)C)=[O:38])[C:31]([CH3:47])=[CH:30][CH:29]=1.FC(F)(F)C(O)=O, predict the reaction product. The product is: [O:1]1[C:5]2[CH:6]=[CH:7][C:8]([C:10]3([C:13]([NH:27][C:28]4[N:33]=[C:32]([C:34]5[CH:35]=[C:36]([CH:44]=[CH:45][CH:46]=5)[C:37]([OH:39])=[O:38])[C:31]([CH3:47])=[CH:30][CH:29]=4)=[O:15])[CH2:11][CH2:12]3)=[CH:9][C:4]=2[CH2:3][CH2:2]1. (3) Given the reactants [Br:1][C:2]1[C:6]2=[N:7][CH:8]=[C:9]([C:11]([O:13]C)=[O:12])[CH:10]=[C:5]2[NH:4][CH:3]=1.[ClH:15], predict the reaction product. The product is: [ClH:15].[Br:1][C:2]1[C:6]2=[N:7][CH:8]=[C:9]([C:11]([OH:13])=[O:12])[CH:10]=[C:5]2[NH:4][CH:3]=1. (4) Given the reactants [F:1][C:2]1[CH:3]=[C:4]([C@@H:9]2[CH2:13][NH:12][CH2:11][C@H:10]2[NH:14][C:15](=[O:21])[O:16][C:17]([CH3:20])([CH3:19])[CH3:18])[CH:5]=[CH:6][C:7]=1[F:8].Br[CH2:23][C:24]#[N:25], predict the reaction product. The product is: [C:24]([CH2:23][N:12]1[CH2:13][C@@H:9]([C:4]2[CH:5]=[CH:6][C:7]([F:8])=[C:2]([F:1])[CH:3]=2)[C@H:10]([NH:14][C:15](=[O:21])[O:16][C:17]([CH3:18])([CH3:20])[CH3:19])[CH2:11]1)#[N:25]. (5) Given the reactants [NH:1]1[C:9]2[CH:8]=[CH:7]N=C[C:4]=2[CH:3]=[C:2]1[CH:10]=[O:11].[C-:12]#[N:13].[Na+].[CH3:15][OH:16], predict the reaction product. The product is: [CH3:15][O:16][C:10]([C:2]1[NH:1][C:9]2[CH:8]=[CH:7][N:13]=[CH:12][C:4]=2[CH:3]=1)=[O:11]. (6) Given the reactants [Br:1][C:2]1[C:6](=[O:7])[N:5]([C:8]2[CH:13]=[CH:12][CH:11]=[CH:10][CH:9]=2)[N:4]([CH3:14])[C:3]=1[CH2:15][N:16]1[CH2:32][CH2:31][C:19]2([N:23]([C:24]3[CH:29]=[CH:28][CH:27]=[CH:26][CH:25]=3)[CH2:22][NH:21][C:20]2=[O:30])[CH2:18][CH2:17]1.[I:33]Cl, predict the reaction product. The product is: [Br:1][C:2]1[C:6](=[O:7])[N:5]([C:8]2[CH:13]=[CH:12][CH:11]=[CH:10][CH:9]=2)[N:4]([CH3:14])[C:3]=1[CH2:15][N:16]1[CH2:32][CH2:31][C:19]2([N:23]([C:24]3[CH:25]=[CH:26][C:27]([I:33])=[CH:28][CH:29]=3)[CH2:22][NH:21][C:20]2=[O:30])[CH2:18][CH2:17]1. (7) Given the reactants CC1(C)C(C)(C)OB([C:9]2[CH:10]=[CH:11][C:12]3[O:17][CH2:16][C:15](=[O:18])[NH:14][C:13]=3[CH:19]=2)O1.Br[C:22]1[C:23]([CH3:39])=[N:24][N:25]([CH2:34][C:35]2([CH3:38])[CH2:37][CH2:36]2)[C:26]=1[C:27]1[CH:32]=[CH:31][C:30]([F:33])=[CH:29][CH:28]=1.C(=O)([O-])[O-].[Cs+].[Cs+].O, predict the reaction product. The product is: [F:33][C:30]1[CH:29]=[CH:28][C:27]([C:26]2[N:25]([CH2:34][C:35]3([CH3:38])[CH2:36][CH2:37]3)[N:24]=[C:23]([CH3:39])[C:22]=2[C:9]2[CH:10]=[CH:11][C:12]3[O:17][CH2:16][C:15](=[O:18])[NH:14][C:13]=3[CH:19]=2)=[CH:32][CH:31]=1. (8) Given the reactants [NH2:1][C:2]1[C:11]([CH2:12][OH:13])=[C:10]([C:14]2[CH:15]=[C:16]3[C:21](=[CH:22][CH:23]=2)[O:20][CH2:19][CH2:18][CH2:17]3)[C:5]([C:6]([O:8][CH3:9])=[O:7])=[C:4]([CH3:24])[N:3]=1.C1C=C[NH+]=CC=1.[O-][Cr](Cl)(=O)=O, predict the reaction product. The product is: [NH2:1][C:2]1[C:11]([CH:12]=[O:13])=[C:10]([C:14]2[CH:15]=[C:16]3[C:21](=[CH:22][CH:23]=2)[O:20][CH2:19][CH2:18][CH2:17]3)[C:5]([C:6]([O:8][CH3:9])=[O:7])=[C:4]([CH3:24])[N:3]=1. (9) Given the reactants [CH2:1]([O:8][CH2:9][CH2:10][O:11][C:12]1[C:17]2[CH2:18][CH2:19][CH2:20][C:16]=2[N:15]=[C:14]([NH2:21])[N:13]=1)[C:2]1[CH:7]=[CH:6][CH:5]=[CH:4][CH:3]=1.Br[CH2:23][C:24](=O)[C:25]([O-:27])=[O:26].[CH2:29]1COC[CH2:30]1, predict the reaction product. The product is: [CH2:29]([O:27][C:25]([C:24]1[N:21]=[C:14]2[N:15]([C:16]3[CH2:20][CH2:19][CH2:18][C:17]=3[C:12]([O:11][CH2:10][CH2:9][O:8][CH2:1][C:2]3[CH:7]=[CH:6][CH:5]=[CH:4][CH:3]=3)=[N:13]2)[CH:23]=1)=[O:26])[CH3:30].